Dataset: NCI-60 drug combinations with 297,098 pairs across 59 cell lines. Task: Regression. Given two drug SMILES strings and cell line genomic features, predict the synergy score measuring deviation from expected non-interaction effect. (1) Drug 1: COC1=CC(=CC(=C1O)OC)C2C3C(COC3=O)C(C4=CC5=C(C=C24)OCO5)OC6C(C(C7C(O6)COC(O7)C8=CC=CS8)O)O. Drug 2: CC1CCC2CC(C(=CC=CC=CC(CC(C(=O)C(C(C(=CC(C(=O)CC(OC(=O)C3CCCCN3C(=O)C(=O)C1(O2)O)C(C)CC4CCC(C(C4)OC)OCCO)C)C)O)OC)C)C)C)OC. Cell line: BT-549. Synergy scores: CSS=47.3, Synergy_ZIP=0.385, Synergy_Bliss=0.254, Synergy_Loewe=6.95, Synergy_HSA=8.33. (2) Drug 1: C1=NC2=C(N1)C(=S)N=C(N2)N. Drug 2: CN(C(=O)NC(C=O)C(C(C(CO)O)O)O)N=O. Cell line: UACC-257. Synergy scores: CSS=20.1, Synergy_ZIP=-9.54, Synergy_Bliss=-4.83, Synergy_Loewe=-17.0, Synergy_HSA=-4.08. (3) Drug 1: CC1=CC=C(C=C1)C2=CC(=NN2C3=CC=C(C=C3)S(=O)(=O)N)C(F)(F)F. Drug 2: CC1=C(C=C(C=C1)NC(=O)C2=CC=C(C=C2)CN3CCN(CC3)C)NC4=NC=CC(=N4)C5=CN=CC=C5. Cell line: NCI/ADR-RES. Synergy scores: CSS=2.00, Synergy_ZIP=-0.146, Synergy_Bliss=1.60, Synergy_Loewe=-0.671, Synergy_HSA=-0.0133. (4) Drug 1: CN(CC1=CN=C2C(=N1)C(=NC(=N2)N)N)C3=CC=C(C=C3)C(=O)NC(CCC(=O)O)C(=O)O. Drug 2: CCC1(CC2CC(C3=C(CCN(C2)C1)C4=CC=CC=C4N3)(C5=C(C=C6C(=C5)C78CCN9C7C(C=CC9)(C(C(C8N6C=O)(C(=O)OC)O)OC(=O)C)CC)OC)C(=O)OC)O.OS(=O)(=O)O. Cell line: 786-0. Synergy scores: CSS=39.2, Synergy_ZIP=1.24, Synergy_Bliss=-3.28, Synergy_Loewe=-21.5, Synergy_HSA=-4.58.